Dataset: Full USPTO retrosynthesis dataset with 1.9M reactions from patents (1976-2016). Task: Predict the reactants needed to synthesize the given product. (1) The reactants are: [C:1]1([S:7]([C:10]2[CH:11]=[CH:12][C:13]([CH2:20][CH2:21][CH3:22])=[C:14]([S:16](Cl)(=[O:18])=[O:17])[CH:15]=2)(=[O:9])=[O:8])[CH:6]=[CH:5][CH:4]=[CH:3][CH:2]=1.[CH2:23]([NH2:31])[CH2:24][C:25]1[CH:30]=[CH:29][CH:28]=[CH:27][CH:26]=1. Given the product [C:25]1([CH2:24][CH2:23][NH:31][S:16]([C:14]2[CH:15]=[C:10]([S:7]([C:1]3[CH:6]=[CH:5][CH:4]=[CH:3][CH:2]=3)(=[O:9])=[O:8])[CH:11]=[CH:12][C:13]=2[CH2:20][CH2:21][CH3:22])(=[O:18])=[O:17])[CH:30]=[CH:29][CH:28]=[CH:27][CH:26]=1, predict the reactants needed to synthesize it. (2) Given the product [Cl:1][C:2]1[CH:10]=[CH:9][CH:8]=[C:7]2[C:3]=1[C:4]([C:15]([NH:43][CH2:44][C:45]1([OH:53])[CH2:46][CH2:47][C:48]([F:52])([F:51])[CH2:49][CH2:50]1)=[O:17])=[CH:5][N:6]2[CH:11]1[CH2:12][O:13][CH2:14]1, predict the reactants needed to synthesize it. The reactants are: [Cl:1][C:2]1[CH:10]=[CH:9][CH:8]=[C:7]2[C:3]=1[C:4]([C:15]([OH:17])=O)=[CH:5][N:6]2[CH:11]1[CH2:14][O:13][CH2:12]1.CN(C(ON1N=NC2C=CC=NC1=2)=[N+](C)C)C.F[P-](F)(F)(F)(F)F.Cl.[NH2:43][CH2:44][C:45]1([OH:53])[CH2:50][CH2:49][C:48]([F:52])([F:51])[CH2:47][CH2:46]1.CCN(C(C)C)C(C)C. (3) Given the product [CH3:1][O:2][C:3]([C:4]1[CH:9]=[CH:8][C:7]([C:36]2[CH:35]=[C:34]([O:33][CH2:26][C:27]3[CH:32]=[CH:31][CH:30]=[CH:29][CH:28]=3)[C:41]([O:42][CH3:43])=[CH:40][C:37]=2[CH:38]=[O:39])=[C:6]([O:23][CH3:24])[CH:5]=1)=[O:25], predict the reactants needed to synthesize it. The reactants are: [CH3:1][O:2][C:3](=[O:25])[C:4]1[CH:9]=[CH:8][C:7]([Sn](CCCC)(CCCC)CCCC)=[C:6]([O:23][CH3:24])[CH:5]=1.[CH2:26]([O:33][C:34]1[C:41]([O:42][CH3:43])=[CH:40][C:37]([CH:38]=[O:39])=[C:36](Br)[CH:35]=1)[C:27]1[CH:32]=[CH:31][CH:30]=[CH:29][CH:28]=1.